From a dataset of Forward reaction prediction with 1.9M reactions from USPTO patents (1976-2016). Predict the product of the given reaction. Given the reactants C([N:3]([CH2:6][CH3:7])[CH2:4][CH3:5])C.[Cl:8][C:9]1[CH:10]=[C:11]([N:16]2[C:20]3=[N:21][CH:22]=[C:23]([S:24](Cl)(=[O:26])=[O:25])[N:19]3[C@:18]([CH3:40])([CH2:28][C:29]3[CH:34]=[CH:33][C:32]([O:35][C:36]([F:39])([F:38])[F:37])=[CH:31][CH:30]=3)[C:17]2=[O:41])[CH:12]=[C:13]([Cl:15])[CH:14]=1.CCO[C:45]([CH3:47])=[O:46].C[N:49]([CH:51]=[O:52])C, predict the reaction product. The product is: [OH:46][CH2:45][CH2:47][NH:49][C:51]([C@@H:6]1[CH2:7][CH2:5][CH2:4][N:3]1[S:24]([C:23]1[N:19]2[C@:18]([CH3:40])([CH2:28][C:29]3[CH:34]=[CH:33][C:32]([O:35][C:36]([F:39])([F:38])[F:37])=[CH:31][CH:30]=3)[C:17](=[O:41])[N:16]([C:11]3[CH:10]=[C:9]([Cl:8])[CH:14]=[C:13]([Cl:15])[CH:12]=3)[C:20]2=[N:21][CH:22]=1)(=[O:26])=[O:25])=[O:52].